This data is from Reaction yield outcomes from USPTO patents with 853,638 reactions. The task is: Predict the reaction yield, written as a fraction of the theoretical maximum amount of product (1.0 means a 100% yield; for example, 0.34 means a 34% yield). The reactants are [CH2:1]([C:3]1[C:12]2[CH2:11][CH2:10][CH2:9][CH2:8][C:7]=2[C:6]([N:13]2[C:17]([CH2:18][F:19])=[N:16][N:15]=[C:14]2[SH:20])=[CH:5][CH:4]=1)[CH3:2].C([O-])([O-])=O.[K+].[K+].Cl[CH2:28][C:29]([NH:31][C:32]1[CH:37]=[CH:36][C:35]([S:38](=[O:41])(=[O:40])[NH2:39])=[CH:34][C:33]=1[Cl:42])=[O:30].O. The catalyst is CN(C=O)C. The product is [Cl:42][C:33]1[CH:34]=[C:35]([S:38](=[O:41])(=[O:40])[NH2:39])[CH:36]=[CH:37][C:32]=1[NH:31][C:29](=[O:30])[CH2:28][S:20][C:14]1[N:13]([C:6]2[C:7]3[CH2:8][CH2:9][CH2:10][CH2:11][C:12]=3[C:3]([CH2:1][CH3:2])=[CH:4][CH:5]=2)[C:17]([CH2:18][F:19])=[N:16][N:15]=1. The yield is 0.470.